This data is from Forward reaction prediction with 1.9M reactions from USPTO patents (1976-2016). The task is: Predict the product of the given reaction. (1) Given the reactants [Cl:1][C:2]1[CH:3]=[C:4]([OH:9])[CH:5]=[CH:6][C:7]=1[Cl:8].S(=O)(=O)(O)O.[N+:15]([O-])([OH:17])=[O:16], predict the reaction product. The product is: [Cl:8][C:7]1[C:2]([Cl:1])=[CH:3][C:4]([OH:9])=[C:5]([N+:15]([O-:17])=[O:16])[CH:6]=1. (2) Given the reactants [CH3:1][C:2]1[CH:7]=[CH:6][C:5]([C:8]2[C:17]([C:18]3[CH:23]=[CH:22][C:21]([CH3:24])=[CH:20][CH:19]=3)=[N:16][C:15]3[C:10](=[CH:11][CH:12]=[CH:13][C:14]=3[NH:25]C3C=CC([N+]([O-])=O)=CC=3)[N:9]=2)=[CH:4][CH:3]=1, predict the reaction product. The product is: [CH3:24][C:21]1[CH:22]=[CH:23][C:18]([C:17]2[C:8]([C:5]3[CH:4]=[CH:3][C:2]([CH3:1])=[CH:7][CH:6]=3)=[N:9][C:10]3[C:11](=[CH:12][CH:13]=[C:14]([NH2:25])[C:15]=3[C:13]3[CH:14]=[CH:15][C:10]([NH2:9])=[CH:11][CH:12]=3)[N:16]=2)=[CH:19][CH:20]=1. (3) Given the reactants [Cl:1][C:2]1[CH:7]=[CH:6][C:5]([C:8]([F:11])([F:10])[F:9])=[CH:4][N+:3]=1[O-].O=P(Cl)(Cl)[Cl:15], predict the reaction product. The product is: [Cl:15][C:4]1[C:5]([C:8]([F:11])([F:10])[F:9])=[CH:6][CH:7]=[C:2]([Cl:1])[N:3]=1. (4) Given the reactants [BH4-].[Na+].[F:3][C:4]1[CH:5]=[CH:6][C:7]([O:12][CH3:13])=[C:8]([CH:11]=1)[CH:9]=[O:10].Cl, predict the reaction product. The product is: [F:3][C:4]1[CH:5]=[CH:6][C:7]([O:12][CH3:13])=[C:8]([CH2:9][OH:10])[CH:11]=1. (5) Given the reactants [CH2:1]([NH:3][C:4](=[O:42])[NH:5][C:6]1[N:11]=[CH:10][C:9]([C:12]2[CH:13]=[C:14]3[C:19](=[CH:20][C:21]=2F)[N:18]([C@@H:23]([CH:26]([CH3:28])[CH3:27])[CH2:24][OH:25])[CH:17]=[C:16]([C:29]([OH:31])=[O:30])[C:15]3=[O:32])=[C:8]([C:33]2[S:34][CH:35]=[C:36]([C:38]([F:41])([F:40])[F:39])[N:37]=2)[CH:7]=1)[CH3:2].[CH3:43][O-:44].[Na+].CO, predict the reaction product. The product is: [CH2:1]([NH:3][C:4](=[O:42])[NH:5][C:6]1[N:11]=[CH:10][C:9]([C:12]2[CH:13]=[C:14]3[C:19](=[CH:20][C:21]=2[O:44][CH3:43])[N:18]([C@@H:23]([CH:26]([CH3:28])[CH3:27])[CH2:24][OH:25])[CH:17]=[C:16]([C:29]([OH:31])=[O:30])[C:15]3=[O:32])=[C:8]([C:33]2[S:34][CH:35]=[C:36]([C:38]([F:39])([F:41])[F:40])[N:37]=2)[CH:7]=1)[CH3:2]. (6) Given the reactants [CH2:1]([O:3][C:4]([N:6]1[CH2:11][CH2:10][N:9]([C:12](=[O:39])[C@@H:13]([NH:23][C:24]([C:26]2[CH:31]=[C:30](Cl)[N:29]=[C:28]([C:33]3[CH:38]=[CH:37][CH:36]=[CH:35][CH:34]=3)[N:27]=2)=[O:25])[CH2:14][CH2:15][C:16]([O:18][C:19]([CH3:22])([CH3:21])[CH3:20])=[O:17])[CH2:8][CH2:7]1)=[O:5])[CH3:2].[CH2:40](B(O)O)[CH:41]([CH3:43])[CH3:42], predict the reaction product. The product is: [CH2:1]([O:3][C:4]([N:6]1[CH2:11][CH2:10][N:9]([C:12](=[O:39])[C@@H:13]([NH:23][C:24]([C:26]2[CH:31]=[C:30]([CH2:40][CH:41]([CH3:43])[CH3:42])[N:29]=[C:28]([C:33]3[CH:38]=[CH:37][CH:36]=[CH:35][CH:34]=3)[N:27]=2)=[O:25])[CH2:14][CH2:15][C:16]([O:18][C:19]([CH3:22])([CH3:21])[CH3:20])=[O:17])[CH2:8][CH2:7]1)=[O:5])[CH3:2]. (7) Given the reactants [CH:1]1([CH:7]([OH:25])[C:8]2([C:22]([OH:24])=[O:23])[C:12](O)([CH3:13])[CH:11]([CH2:15][CH2:16][CH2:17][CH2:18][CH2:19][CH3:20])[C:10](=[O:21])[NH:9]2)[CH2:6][CH2:5][CH2:4][CH:3]=[CH:2]1.C(N(CC)CC)C.C1N(P(Cl)(N2C(=O)OCC2)=O)C(=O)OC1.C(=O)([O-])O.[Na+], predict the reaction product. The product is: [CH:1]1([CH:7]([OH:25])[C:8]23[C:22](=[O:24])[O:23][C:12]2([CH3:13])[CH:11]([CH2:15][CH2:16][CH2:17][CH2:18][CH2:19][CH3:20])[C:10](=[O:21])[NH:9]3)[CH2:6][CH2:5][CH2:4][CH:3]=[CH:2]1.